Dataset: Full USPTO retrosynthesis dataset with 1.9M reactions from patents (1976-2016). Task: Predict the reactants needed to synthesize the given product. (1) Given the product [CH:1]1([N:6]2[C:11]3=[N:12][C:13]([NH:16][CH2:17][C@H:18]([OH:19])[C@@H:22]([OH:21])[CH2:23][OH:24])=[N:14][CH:15]=[C:10]3[CH2:9][N:8]([C:31]3[C:36]([F:37])=[C:35]([O:38][CH3:39])[CH:34]=[C:33]([O:40][CH3:41])[C:32]=3[F:42])[C:7]2=[O:43])[CH2:2][CH2:3][CH2:4][CH2:5]1, predict the reactants needed to synthesize it. The reactants are: [CH:1]1([N:6]2[C:11]3=[N:12][C:13]([NH:16][CH2:17][C@H:18]4[CH:22]([CH2:23][OH:24])[O:21][C@@H](C5C=CC=CC=5)[O:19]4)=[N:14][CH:15]=[C:10]3[CH2:9][N:8]([C:31]3[C:36]([F:37])=[C:35]([O:38][CH3:39])[CH:34]=[C:33]([O:40][CH3:41])[C:32]=3[F:42])[C:7]2=[O:43])[CH2:5][CH2:4][CH2:3][CH2:2]1.[OH-].[Na+]. (2) Given the product [CH:1]1([C:4]([NH:6][C:7]2[N:8]=[C:9]3[CH:14]=[CH:13][C:12]([S:15][C:16]4[CH:24]=[CH:23][CH:22]=[CH:21][C:17]=4[C:18]([NH:32][C:31]4[CH:33]=[CH:34][C:28]([C:27]([F:26])([F:35])[F:36])=[CH:29][CH:30]=4)=[O:19])=[N:11][N:10]3[CH:25]=2)=[O:5])[CH2:2][CH2:3]1, predict the reactants needed to synthesize it. The reactants are: [CH:1]1([C:4]([NH:6][C:7]2[N:8]=[C:9]3[CH:14]=[CH:13][C:12]([S:15][C:16]4[CH:24]=[CH:23][CH:22]=[CH:21][C:17]=4[C:18](O)=[O:19])=[N:11][N:10]3[CH:25]=2)=[O:5])[CH2:3][CH2:2]1.[F:26][C:27]([F:36])([F:35])[C:28]1[CH:34]=[CH:33][C:31]([NH2:32])=[CH:30][CH:29]=1.F[P-](F)(F)(F)(F)F.N1(OC(N(C)C)=[N+](C)C)C2N=CC=CC=2N=N1.C(N(CC)C(C)C)(C)C. (3) Given the product [ClH:1].[Cl:23][C:24]1[CH:25]=[C:26]([S:31]([CH:34]2[CH2:39][CH2:38][NH:37][CH2:36][CH2:35]2)(=[O:33])=[O:32])[CH:27]=[C:28]([Cl:30])[CH:29]=1, predict the reactants needed to synthesize it. The reactants are: [Cl:1]C1C=C(C=C(Cl)C=1)CN1CCN(C(OC(C)(C)C)=O)CC1.[Cl:23][C:24]1[CH:25]=[C:26]([S:31]([CH:34]2[CH2:39][CH2:38][N:37](C(OC(C)(C)C)=O)[CH2:36][CH2:35]2)(=[O:33])=[O:32])[CH:27]=[C:28]([Cl:30])[CH:29]=1. (4) Given the product [N:1]([CH2:4][CH:5]1[NH:10][C:9]2[C:11]([C:20]3[CH:21]=[CH:22][CH:23]=[CH:24][C:19]=3[O:18][CH3:17])=[CH:12][C:13]([Cl:15])=[CH:14][C:8]=2[O:7][CH2:6]1)=[N+:2]=[N-:3], predict the reactants needed to synthesize it. The reactants are: [N:1]([CH2:4][CH:5]1[NH:10][C:9]2[C:11](Br)=[CH:12][C:13]([Cl:15])=[CH:14][C:8]=2[O:7][CH2:6]1)=[N+:2]=[N-:3].[CH3:17][O:18][C:19]1[CH:24]=[CH:23][CH:22]=[CH:21][C:20]=1B(O)O.